This data is from Full USPTO retrosynthesis dataset with 1.9M reactions from patents (1976-2016). The task is: Predict the reactants needed to synthesize the given product. (1) Given the product [CH:11]([C:2]1[NH:3][C:4]2[C:5]([N:10]=1)=[N:6][CH:7]=[CH:8][CH:9]=2)=[CH2:12], predict the reactants needed to synthesize it. The reactants are: Br[C:2]1[NH:3][C:4]2[C:5]([N:10]=1)=[N:6][CH:7]=[CH:8][CH:9]=2.[CH2:11]([Sn](CCCC)(CCCC)C=C)[CH2:12]CC. (2) Given the product [CH:1]1([C:4]#[C:5][C:6]2[CH:7]=[C:8]3[C:13](=[N:14][CH:15]=2)[N:12]([CH3:16])[C:11](=[O:17])[C:10]([C:18]([NH:20][CH2:21][C:22]([OH:24])=[O:23])=[O:19])=[C:9]3[OH:29])[CH2:2][CH2:3]1, predict the reactants needed to synthesize it. The reactants are: [CH:1]1([C:4]#[C:5][C:6]2[CH:7]=[C:8]3[C:13](=[N:14][CH:15]=2)[N:12]([CH3:16])[C:11](=[O:17])[C:10]([C:18]([NH:20][CH2:21][C:22]([O:24]C(C)(C)C)=[O:23])=[O:19])=[C:9]3[OH:29])[CH2:3][CH2:2]1.C(O)(C(F)(F)F)=O. (3) Given the product [C:1]1([CH3:24])[CH:6]=[CH:5][CH:4]=[C:3]([C:7]2[N:8]=[C:9]3[CH2:23][CH2:22][CH2:21][N:20]([CH2:35][CH2:36][CH2:37][CH2:38][CH2:39][CH2:40][C:41]([O:43][CH2:44][CH3:45])=[O:42])[C:10]3=[N:11][C:12]=2[C:13]2[CH:18]=[CH:17][C:16]([CH3:19])=[CH:15][CH:14]=2)[CH:2]=1, predict the reactants needed to synthesize it. The reactants are: [C:1]1([CH3:24])[CH:6]=[CH:5][CH:4]=[C:3]([C:7]2[N:8]=[C:9]3[CH2:23][CH2:22][CH2:21][NH:20][C:10]3=[N:11][C:12]=2[C:13]2[CH:18]=[CH:17][C:16]([CH3:19])=[CH:15][CH:14]=2)[CH:2]=1.CCN(C(C)C)C(C)C.O=[CH:35][CH2:36][CH2:37][CH2:38][CH2:39][CH2:40][C:41]([O:43][CH2:44][CH3:45])=[O:42].C(O[BH-](OC(=O)C)OC(=O)C)(=O)C.[Na+]. (4) Given the product [Cl:1][C:2]1[CH:7]=[CH:6][CH:5]=[C:4]([O:8][CH2:10][C@@H:11]([CH3:14])[CH2:12][Cl:13])[CH:3]=1, predict the reactants needed to synthesize it. The reactants are: [Cl:1][C:2]1[CH:3]=[C:4]([OH:8])[CH:5]=[CH:6][CH:7]=1.Br[CH2:10][C@@H:11]([CH3:14])[CH2:12][Cl:13]. (5) Given the product [CH2:1]([NH:8][C:9](=[O:20])[C:10]1[CH:15]=[CH:14][CH:13]=[C:12]([OH:16])[C:11]=1[OH:18])[C:2]1[CH:3]=[CH:4][CH:5]=[CH:6][CH:7]=1, predict the reactants needed to synthesize it. The reactants are: [CH2:1]([NH:8][C:9](=[O:20])[C:10]1[CH:15]=[CH:14][CH:13]=[C:12]([O:16]C)[C:11]=1[O:18]C)[C:2]1[CH:7]=[CH:6][CH:5]=[CH:4][CH:3]=1.B(Br)(Br)Br. (6) Given the product [CH3:19][N:16]1[CH2:17][CH2:18][N:13]([C@@H:9]2[C:10]3[C:6](=[CH:5][C:4]([C:25]([OH:27])=[O:26])=[CH:12][CH:11]=3)[CH2:7][CH2:8]2)[CH2:14][CH2:15]1, predict the reactants needed to synthesize it. The reactants are: N#N.Br[C:4]1[CH:5]=[C:6]2[C:10](=[CH:11][CH:12]=1)[C@@H:9]([N:13]1[CH2:18][CH2:17][N:16]([CH3:19])[CH2:15][CH2:14]1)[CH2:8][CH2:7]2.C([Li])CCC.[C:25](=[O:27])=[O:26]. (7) Given the product [C:6](=[O:7])([O:13][CH2:14][C:1]#[N:2])[O:8][C:9]([CH3:10])([CH3:11])[CH3:12], predict the reactants needed to synthesize it. The reactants are: [C-:1]#[N:2].[K+].C=O.[C:6]([O:13][C:14](OC(C)(C)C)=O)([O:8][C:9]([CH3:12])([CH3:11])[CH3:10])=[O:7].